Dataset: Forward reaction prediction with 1.9M reactions from USPTO patents (1976-2016). Task: Predict the product of the given reaction. (1) Given the reactants [Cl:1][C:2]1[CH:3]=[C:4]([CH:21]=[C:22]([Cl:25])[C:23]=1[OH:24])[CH2:5][C@H:6]([C:18]([OH:20])=O)[NH:7][C:8]([O:10][CH2:11][C:12]1[CH:17]=[CH:16][CH:15]=[CH:14][CH:13]=1)=[O:9].[CH3:26][C:27]([CH3:53])([O:29][C:30]([NH:32][CH2:33][CH2:34][CH2:35][CH2:36][C@@H:37]([C:39]([N:41]1[CH2:46][CH2:45][N:44]([C:47]2[CH:52]=[CH:51][N:50]=[CH:49][CH:48]=2)[CH2:43][CH2:42]1)=[O:40])[NH2:38])=[O:31])[CH3:28].CCN(C(C)C)C(C)C.CN(C(ON1N=NC2C=CC=CC1=2)=[N+](C)C)C.[B-](F)(F)(F)F.C1C=CC2N(O)N=NC=2C=1, predict the reaction product. The product is: [C:12]1([CH2:11][O:10][C:8]([NH:7][C@@H:6]([C:18]([NH:38][C@H:37]([C:39]([N:41]2[CH2:46][CH2:45][N:44]([C:47]3[CH:48]=[CH:49][N:50]=[CH:51][CH:52]=3)[CH2:43][CH2:42]2)=[O:40])[CH2:36][CH2:35][CH2:34][CH2:33][NH:32][C:30]([O:29][C:27]([CH3:26])([CH3:53])[CH3:28])=[O:31])=[O:20])[CH2:5][C:4]2[CH:21]=[C:22]([Cl:25])[C:23]([OH:24])=[C:2]([Cl:1])[CH:3]=2)=[O:9])[CH:13]=[CH:14][CH:15]=[CH:16][CH:17]=1. (2) Given the reactants Cl[C:2]1[CH:7]=[C:6]([C:8]2[CH:13]=[CH:12][CH:11]=[CH:10][CH:9]=2)[N:5]=[C:4]([C:14]2[CH:19]=[CH:18][CH:17]=[CH:16][CH:15]=2)[N:3]=1.[NH2:20][C:21]1[CH:26]=[CH:25][C:24]([S:27]([NH:30][CH3:31])(=[O:29])=[O:28])=[CH:23][CH:22]=1, predict the reaction product. The product is: [C:14]1([C:4]2[N:3]=[C:2]([NH:20][C:21]3[CH:26]=[CH:25][C:24]([S:27]([NH:30][CH3:31])(=[O:29])=[O:28])=[CH:23][CH:22]=3)[CH:7]=[C:6]([C:8]3[CH:13]=[CH:12][CH:11]=[CH:10][CH:9]=3)[N:5]=2)[CH:19]=[CH:18][CH:17]=[CH:16][CH:15]=1. (3) Given the reactants Br[C:2]1[C:3]([NH2:35])=[N:4][CH:5]=[N:6][C:7]=1[N:8]1[CH2:13][CH2:12][CH:11]([C:14]2[N:15]([CH2:30][CH2:31][N:32]([CH3:34])[CH3:33])[CH:16]=[C:17]([C:19]3[CH:24]=[CH:23][C:22]([F:25])=[C:21]([C:26]([F:29])([F:28])[F:27])[CH:20]=3)[N:18]=2)[CH2:10][CH2:9]1.[CH:36]1(B2OC(C)(C)C(C)(C)O2)[CH2:38][CH2:37]1.C1(P(C2CCCCC2)C2CCCCC2)CCCCC1.P(=O)([O-])[O-].[K+].[K+], predict the reaction product. The product is: [CH:36]1([C:2]2[C:3]([NH2:35])=[N:4][CH:5]=[N:6][C:7]=2[N:8]2[CH2:13][CH2:12][CH:11]([C:14]3[N:15]([CH2:30][CH2:31][N:32]([CH3:34])[CH3:33])[CH:16]=[C:17]([C:19]4[CH:24]=[CH:23][C:22]([F:25])=[C:21]([C:26]([F:29])([F:28])[F:27])[CH:20]=4)[N:18]=3)[CH2:10][CH2:9]2)[CH2:38][CH2:37]1. (4) Given the reactants [CH3:1][O:2][C:3]1[CH:12]=[C:11]2[C:6]([CH:7]([CH2:13][CH2:14][C:15]3[CH:20]=[CH:19][CH:18]=[CH:17][CH:16]=3)[CH2:8][NH:9][CH2:10]2)=[CH:5][CH:4]=1.N1C=CC=CC=1.Cl[S:28]([C:31]1[CH:43]=[CH:42][C:34]([O:35][CH2:36][C:37]([O:39][CH2:40][CH3:41])=[O:38])=[C:33]([CH3:44])[CH:32]=1)(=[O:30])=[O:29], predict the reaction product. The product is: [CH2:40]([O:39][C:37](=[O:38])[CH2:36][O:35][C:34]1[CH:42]=[CH:43][C:31]([S:28]([N:9]2[CH2:8][CH:7]([CH2:13][CH2:14][C:15]3[CH:20]=[CH:19][CH:18]=[CH:17][CH:16]=3)[C:6]3[C:11](=[CH:12][C:3]([O:2][CH3:1])=[CH:4][CH:5]=3)[CH2:10]2)(=[O:29])=[O:30])=[CH:32][C:33]=1[CH3:44])[CH3:41]. (5) Given the reactants Cl[C:2]1[N:7]=[C:6]([C:8]2([NH:13][C:14]([NH:16][C:17]3[CH:22]=[CH:21][C:20]([C:23]4[CH:28]=[CH:27][N:26]=[C:25]([CH3:29])[CH:24]=4)=[CH:19][CH:18]=3)=[O:15])[CH2:12][CH2:11][CH2:10][CH2:9]2)[CH:5]=[CH:4][CH:3]=1, predict the reaction product. The product is: [CH3:29][C:25]1[CH:24]=[C:23]([C:20]2[CH:19]=[CH:18][C:17]([NH:16][C:14]([NH:13][C:8]3([C:6]4[CH:5]=[CH:4][CH:3]=[CH:2][N:7]=4)[CH2:9][CH2:10][CH2:11][CH2:12]3)=[O:15])=[CH:22][CH:21]=2)[CH:28]=[CH:27][N:26]=1. (6) Given the reactants [Cl-].[Cl-].[CH2:3]([C:6]1([Zr+2:11][C:12]2([CH2:17][CH2:18][CH3:19])[CH:16]=[CH:15][CH:14]=[CH:13]2)[CH:10]=[CH:9][CH:8]=[CH:7]1)[CH2:4][CH3:5].C([Sn]([F:33])(CCCC)CCCC)CCC.CCCCC, predict the reaction product. The product is: [F-:33].[F-:33].[CH2:17]([C:12]1([Zr+2:11][C:6]2([CH2:3][CH2:4][CH3:5])[CH:10]=[CH:9][CH:8]=[CH:7]2)[CH:16]=[CH:15][CH:14]=[CH:13]1)[CH2:18][CH3:19]. (7) Given the reactants COP([CH2:7][C:8]([O:10][CH3:11])=[O:9])(OC)=O.O1CCCC1.[H-].[Na+].[Br:19][C:20]1[CH:27]=[CH:26][CH:25]=[CH:24][C:21]=1[CH:22]=O, predict the reaction product. The product is: [Br:19][C:20]1[CH:27]=[CH:26][CH:25]=[CH:24][C:21]=1/[CH:22]=[CH:7]/[C:8]([O:10][CH3:11])=[O:9]. (8) Given the reactants [CH3:1][S:2]([C:5]1[CH:12]=[CH:11][C:10]([C:13]2[CH:18]=[CH:17][N:16]=[C:15]3[N:19](S(C4C=CC=CC=4)(=O)=O)[C:20]([C:22]4[CH:27]=[CH:26][C:25]([N:28]5[CH2:33][CH2:32][O:31][CH2:30][CH2:29]5)=[CH:24][CH:23]=4)=[CH:21][C:14]=23)=[CH:9][C:6]=1[C:7]#[N:8])(=[O:4])=[O:3].C([O-])([O-])=O.[Cs+].[Cs+].O, predict the reaction product. The product is: [CH3:1][S:2]([C:5]1[CH:12]=[CH:11][C:10]([C:13]2[CH:18]=[CH:17][N:16]=[C:15]3[NH:19][C:20]([C:22]4[CH:23]=[CH:24][C:25]([N:28]5[CH2:33][CH2:32][O:31][CH2:30][CH2:29]5)=[CH:26][CH:27]=4)=[CH:21][C:14]=23)=[CH:9][C:6]=1[C:7]#[N:8])(=[O:4])=[O:3]. (9) Given the reactants [Br:1]Br.[CH3:3][C:4]1[C:13]2[C:8](=[CH:9][CH:10]=[CH:11][CH:12]=2)[C:7]([C:14]2[C:15]3[C:20]([CH:21]=[C:22]4[C:27]=2[CH:26]=[CH:25][CH:24]=[CH:23]4)=[CH:19][CH:18]=[CH:17][CH:16]=3)=[CH:6][CH:5]=1.S([O-])([O-])=O.[Na+].[Na+], predict the reaction product. The product is: [Br:1][C:21]1[C:22]2[C:27]([C:14]([C:7]3[C:8]4[C:13](=[CH:12][CH:11]=[CH:10][CH:9]=4)[C:4]([CH3:3])=[CH:5][CH:6]=3)=[C:15]3[C:20]=1[CH:19]=[CH:18][CH:17]=[CH:16]3)=[CH:26][CH:25]=[CH:24][CH:23]=2.